Dataset: Full USPTO retrosynthesis dataset with 1.9M reactions from patents (1976-2016). Task: Predict the reactants needed to synthesize the given product. (1) Given the product [CH:7]1[C:6]2[CH:5]([CH2:4][O:3][C:1]([NH:18][CH2:19][C:20]([O:22][C@H:24]3[CH2:23][O:27][C@@H:26]4[C@H:28]([O:31][N+:32]([O-:34])=[O:33])[CH2:29][O:30][C@H:25]34)=[O:21])=[O:2])[C:17]3[C:12](=[CH:13][CH:14]=[CH:15][CH:16]=3)[C:11]=2[CH:10]=[CH:9][CH:8]=1, predict the reactants needed to synthesize it. The reactants are: [C:1]([NH:18][CH2:19][C:20]([OH:22])=[O:21])([O:3][CH2:4][CH:5]1[C:17]2[C:12](=[CH:13][CH:14]=[CH:15][CH:16]=2)[C:11]2[C:6]1=[CH:7][CH:8]=[CH:9][CH:10]=2)=[O:2].[CH2:23]1[O:27][C@@H:26]2[C@H:28]([O:31][N+:32]([O-:34])=[O:33])[CH2:29][O:30][C@@H:25]2[C@H:24]1O.Cl.C(N=C=NCCCN(C)C)C.ON1C2C=CC=CC=2N=N1.CN1CCOCC1. (2) Given the product [CH2:1]([O:8][C@@H:9]1[CH2:13][CH2:12][CH2:11][C@H:10]1[C:14]1[NH:18][N:17]=[CH:16][CH:15]=1)[C:2]1[CH:3]=[CH:4][CH:5]=[CH:6][CH:7]=1, predict the reactants needed to synthesize it. The reactants are: [CH2:1]([O:8][C@H:9]1[CH2:13][CH2:12][CH2:11][C@@H:10]1[C:14]1[NH:18][N:17]=[CH:16][CH:15]=1)[C:2]1[CH:7]=[CH:6][CH:5]=[CH:4][CH:3]=1. (3) Given the product [C:2]([C:4]1[CH:5]=[C:6]([CH:27]=[CH:28][CH:29]=1)[C:7]([NH:9][C:10]1[C:11]([CH3:26])=[C:12]2[C:18]([CH:19]3[CH2:20][CH2:21][N:22]([C:65](=[O:66])[C@H:64]([CH3:63])[C:68]([CH3:71])([CH3:70])[CH3:69])[CH2:23][CH2:24]3)=[CH:17][N:16]([CH3:25])[C:13]2=[N:14][CH:15]=1)=[O:8])#[N:3], predict the reactants needed to synthesize it. The reactants are: Cl.[C:2]([C:4]1[CH:5]=[C:6]([CH:27]=[CH:28][CH:29]=1)[C:7]([NH:9][C:10]1[C:11]([CH3:26])=[C:12]2[C:18]([CH:19]3[CH2:24][CH2:23][NH:22][CH2:21][CH2:20]3)=[CH:17][N:16]([CH3:25])[C:13]2=[N:14][CH:15]=1)=[O:8])#[N:3].CCN(C(C)C)C(C)C.CN(C(ON1N=NC2C=CC=NC1=2)=[N+](C)C)C.F[P-](F)(F)(F)(F)F.[CH3:63][C@H:64]([C:68]([CH3:71])([CH3:70])[CH3:69])[C:65](O)=[O:66]. (4) Given the product [Br:14][C:4]1[C:9]([CH3:10])=[CH:8][N:7]=[CH:6][C:5]=1[CH3:12], predict the reactants needed to synthesize it. The reactants are: [N+]([C:4]1[C:9]([CH3:10])=[CH:8][N+:7]([O-])=[CH:6][C:5]=1[CH3:12])([O-])=O.P(Br)(Br)[Br:14]. (5) The reactants are: Br[C:2]1[N:7]=[C:6]([C:8]2[C:16]3[C:11](=[N:12][C:13]([NH:17][CH2:18][CH2:19][N:20]4[CH2:25][CH2:24][O:23][CH2:22][CH2:21]4)=[N:14][CH:15]=3)[N:10]([CH2:26][O:27][CH2:28][CH2:29][Si:30]([CH3:33])([CH3:32])[CH3:31])[N:9]=2)[CH:5]=[CH:4][CH:3]=1.[C:34]([O:38][C:39](=[O:51])[NH:40][CH2:41][CH2:42][CH:43]([NH2:50])[C:44]1[CH:49]=[CH:48][CH:47]=[CH:46][CH:45]=1)([CH3:37])([CH3:36])[CH3:35].CN(C1C(C2C(P(C3CCCCC3)C3CCCCC3)=CC=CC=2)=CC=CC=1)C.C([O-])([O-])=O.[K+].[K+]. Given the product [C:34]([O:38][C:39](=[O:51])[NH:40][CH2:41][CH2:42][CH:43]([NH:50][C:2]1[CH:3]=[CH:4][CH:5]=[C:6]([C:8]2[C:16]3[C:11](=[N:12][C:13]([NH:17][CH2:18][CH2:19][N:20]4[CH2:25][CH2:24][O:23][CH2:22][CH2:21]4)=[N:14][CH:15]=3)[N:10]([CH2:26][O:27][CH2:28][CH2:29][Si:30]([CH3:33])([CH3:32])[CH3:31])[N:9]=2)[N:7]=1)[C:44]1[CH:49]=[CH:48][CH:47]=[CH:46][CH:45]=1)([CH3:37])([CH3:35])[CH3:36], predict the reactants needed to synthesize it. (6) Given the product [CH3:1][C:2]1[N:3]([C:7]2[CH:8]=[C:9]3[C:10](=[CH:12][CH:13]=2)[N:11]=[C:17]([C:18]2[CH:23]=[CH:22][CH:21]=[CH:20][CH:19]=2)[N:15]=[CH:14]3)[CH:4]=[CH:5][N:6]=1, predict the reactants needed to synthesize it. The reactants are: [CH3:1][C:2]1[N:3]([C:7]2[CH:13]=[CH:12][C:10]([NH2:11])=[C:9]([CH2:14][NH2:15])[CH:8]=2)[CH:4]=[CH:5][N:6]=1.Cl.[C:17](=N)(OC)[C:18]1[CH:23]=[CH:22][CH:21]=[CH:20][CH:19]=1.C(N)(=N)C1C=CC=CC=1. (7) Given the product [OH:1][C@H:2]([CH3:31])[C@H:3]([N:14]1[C:17](=[O:18])[C:16]2([CH2:22][CH2:21][CH2:20][NH:19]2)[CH:15]1[CH3:30])[C:4]([NH:5][CH2:6][C:7]1[N:12]=[CH:11][CH:10]=[CH:9][N:8]=1)=[O:13], predict the reactants needed to synthesize it. The reactants are: [OH:1][C@@H:2]([CH3:31])[C@@H:3]([N:14]1[C:17](=[O:18])[C:16]2([CH2:22][CH2:21][CH2:20][N:19]2C(OC(C)(C)C)=O)[CH:15]1[CH3:30])[C:4](=[O:13])[NH:5][CH2:6][C:7]1[N:12]=[CH:11][CH:10]=[CH:9][N:8]=1.C(O)(C(F)(F)F)=O.